Dataset: Forward reaction prediction with 1.9M reactions from USPTO patents (1976-2016). Task: Predict the product of the given reaction. (1) Given the reactants C[O:2][C:3](=[O:14])[C:4]1[CH:9]=[CH:8][CH:7]=[C:6]([Sn:10]([CH3:13])([CH3:12])[CH3:11])[CH:5]=1.[OH-].[Na+], predict the reaction product. The product is: [CH3:11][Sn:10]([CH3:13])([CH3:12])[C:6]1[CH:5]=[C:4]([CH:9]=[CH:8][CH:7]=1)[C:3]([OH:14])=[O:2]. (2) Given the reactants [F:1][C:2]1[CH:3]=[C:4]([NH:9][C:10](=[O:26])[C:11](=[O:25])[C:12]2[S:16][C:15]([NH:17][C:18]([O:20][C:21]([CH3:24])([CH3:23])[CH3:22])=[O:19])=[N:14][CH:13]=2)[CH:5]=[CH:6][C:7]=1[F:8].[BH4-].[Na+], predict the reaction product. The product is: [F:1][C:2]1[CH:3]=[C:4]([NH:9][C:10](=[O:26])[CH:11]([C:12]2[S:16][C:15]([NH:17][C:18]([O:20][C:21]([CH3:23])([CH3:22])[CH3:24])=[O:19])=[N:14][CH:13]=2)[OH:25])[CH:5]=[CH:6][C:7]=1[F:8]. (3) Given the reactants F[C:2]1[CH:3]=[C:4]([CH:6]=[CH:7][CH:8]=1)[NH2:5].COC(C1C(C2C=CC(C=O)=CC=2)=CC=CC=1)=O.COC(C1C=C(C2C=CC(C=O)=CC=2)C=CC=1)=O.[CH3:45][O:46][C:47]([C:49]1[CH:54]=[CH:53][C:52]([C:55]2[CH:60]=[CH:59][C:58]([CH:61]=O)=[CH:57][CH:56]=2)=[CH:51][CH:50]=1)=[O:48], predict the reaction product. The product is: [CH3:45][O:46][C:47]([C:49]1[CH:54]=[CH:53][C:52]([C:55]2[CH:60]=[CH:59][C:58]([CH2:61][NH:5][C:4]3[CH:6]=[CH:7][CH:8]=[CH:2][CH:3]=3)=[CH:57][CH:56]=2)=[CH:51][CH:50]=1)=[O:48]. (4) Given the reactants [Si:1]([O:8][CH:9]([C:20]1[CH:25]=[CH:24][CH:23]=[CH:22][CH:21]=1)[CH2:10][O:11][CH:12]1[CH2:17][CH2:16][CH:15]([OH:18])[CH2:14][CH:13]1[F:19])([C:4]([CH3:7])([CH3:6])[CH3:5])([CH3:3])[CH3:2].[CH3:26][S:27](Cl)(=[O:29])=[O:28].C(N(C(C)C)CC)(C)C, predict the reaction product. The product is: [CH3:26][S:27]([O:18][CH:15]1[CH2:16][CH2:17][CH:12]([O:11][CH2:10][CH:9]([O:8][Si:1]([C:4]([CH3:7])([CH3:6])[CH3:5])([CH3:3])[CH3:2])[C:20]2[CH:21]=[CH:22][CH:23]=[CH:24][CH:25]=2)[CH:13]([F:19])[CH2:14]1)(=[O:29])=[O:28]. (5) The product is: [C:18]([C:15]1[CH:16]=[CH:17][C:11]([CH3:10])=[C:12]([NH:13][C:6]2[C:5]([F:9])=[CH:4][N:3]=[C:2]([Cl:1])[N:7]=2)[CH:14]=1)([CH3:21])([CH3:20])[CH3:19]. Given the reactants [Cl:1][C:2]1[N:7]=[C:6](Cl)[C:5]([F:9])=[CH:4][N:3]=1.[CH3:10][C:11]1[CH:17]=[CH:16][C:15]([C:18]([CH3:21])([CH3:20])[CH3:19])=[CH:14][C:12]=1[NH2:13].C(N(C(C)C)CC)(C)C, predict the reaction product. (6) The product is: [CH2:1]([C:5]1[CH:6]=[CH:7][C:8]2[O:12][C:11]([C:18]3[CH:25]=[CH:24][C:21]([CH:22]=[O:23])=[CH:20][CH:19]=3)=[CH:10][C:9]=2[CH:16]=1)[CH:2]([CH3:4])[CH3:3]. Given the reactants [CH2:1]([C:5]1[CH:6]=[CH:7][C:8]2[O:12][C:11](B(O)O)=[CH:10][C:9]=2[CH:16]=1)[CH:2]([CH3:4])[CH3:3].Br[C:18]1[CH:25]=[CH:24][C:21]([CH:22]=[O:23])=[CH:20][CH:19]=1.C(N(CC)CC)C, predict the reaction product. (7) The product is: [Br:1][C:2]1[CH:3]=[N:4][N:5]([CH2:13][C:14]([F:17])([F:16])[F:15])[CH:6]=1. Given the reactants [Br:1][C:2]1[CH:3]=[N:4][NH:5][CH:6]=1.FC(F)(F)S(O[CH2:13][C:14]([F:17])([F:16])[F:15])(=O)=O.C(=O)([O-])[O-].[Cs+].[Cs+].O1CCOCC1, predict the reaction product. (8) The product is: [CH:1]1([S:7]([CH2:8][C:9]2[CH:14]=[C:13]([N:15]3[CH2:20][CH2:19][O:18][CH2:17][C@@H:16]3[CH3:21])[N:12]=[C:11]([C:22]3[CH:23]=[CH:24][C:25]([NH:28][C:29]([NH:31][CH3:32])=[O:30])=[CH:26][CH:27]=3)[N:10]=2)(=[O:41])=[O:50])[CH2:6][CH2:5][CH2:4][CH2:3][CH2:2]1. Given the reactants [CH:1]1([S:7][CH2:8][C:9]2[CH:14]=[C:13]([N:15]3[CH2:20][CH2:19][O:18][CH2:17][C@@H:16]3[CH3:21])[N:12]=[C:11]([C:22]3[CH:27]=[CH:26][C:25]([NH:28][C:29]([NH:31][CH3:32])=[O:30])=[CH:24][CH:23]=3)[N:10]=2)[CH2:6][CH2:5][CH2:4][CH2:3][CH2:2]1.ClC1C=CC=C(C(OO)=[O:41])C=1.[Mn]([O-])(=O)(=O)=O.[Na+].[OH2:50], predict the reaction product.